This data is from Reaction yield outcomes from USPTO patents with 853,638 reactions. The task is: Predict the reaction yield, written as a fraction of the theoretical maximum amount of product (1.0 means a 100% yield; for example, 0.34 means a 34% yield). (1) The reactants are [Br:1][C:2]1[CH:7]=[CH:6][C:5]([NH:8][C:9]2[N:14]=[CH:13][N:12]=[C:11]([NH:15][C:16]3[CH:17]=[C:18]([NH:22]C(=O)OC(C)(C)C)[CH:19]=[CH:20][CH:21]=3)[CH:10]=2)=[C:4]([F:30])[CH:3]=1. The catalyst is Cl.O1CCOCC1. The product is [Br:1][C:2]1[CH:7]=[CH:6][C:5]([NH:8][C:9]2[N:14]=[CH:13][N:12]=[C:11]([NH:15][C:16]3[CH:17]=[C:18]([NH2:22])[CH:19]=[CH:20][CH:21]=3)[CH:10]=2)=[C:4]([F:30])[CH:3]=1. The yield is 1.00. (2) The reactants are [C:1]1([C:7]2[C:20]3[C:15](=[CH:16][CH:17]=[CH:18][CH:19]=3)[C:14]([C:21]3[CH:22]=[C:23]4[C:27](=[CH:28][CH:29]=3)[NH:26][C:25]3[N:30]=[CH:31][CH:32]=[CH:33][C:24]4=3)=[C:13]3[C:8]=2[CH:9]=[CH:10][CH:11]=[CH:12]3)[CH:6]=[CH:5][CH:4]=[CH:3][CH:2]=1.[I:34][C:35]1[CH:40]=[CH:39][C:38](I)=[CH:37][CH:36]=1.[O-]P([O-])([O-])=O.[K+].[K+].[K+]. The catalyst is O1CCOCC1.[Cu]I. The product is [I:34][C:35]1[CH:40]=[CH:39][C:38]([N:26]2[C:27]3[C:23](=[CH:22][C:21]([C:14]4[C:13]5[C:8]([C:7]([C:1]6[CH:2]=[CH:3][CH:4]=[CH:5][CH:6]=6)=[C:20]6[C:15]=4[CH:16]=[CH:17][CH:18]=[CH:19]6)=[CH:9][CH:10]=[CH:11][CH:12]=5)=[CH:29][CH:28]=3)[C:24]3[CH:33]=[CH:32][CH:31]=[N:30][C:25]2=3)=[CH:37][CH:36]=1. The yield is 0.640. (3) The reactants are [NH:1]1[C:9]2[C:4](=[CH:5][CH:6]=[CH:7][CH:8]=2)[C:3]2([C:21]3[C:12](=[CH:13][C:14]4[O:19][CH2:18][CH2:17][O:16][C:15]=4[CH:20]=3)[O:11][CH2:10]2)[C:2]1=[O:22].Br[CH2:24][CH:25]1[CH2:27][C:26]1([F:29])[F:28].C(=O)([O-])[O-].[Cs+].[Cs+]. The catalyst is CN(C=O)C. The product is [F:28][C:26]1([F:29])[CH2:27][CH:25]1[CH2:24][N:1]1[C:9]2[C:4](=[CH:5][CH:6]=[CH:7][CH:8]=2)[C:3]2([C:21]3[C:12](=[CH:13][C:14]4[O:19][CH2:18][CH2:17][O:16][C:15]=4[CH:20]=3)[O:11][CH2:10]2)[C:2]1=[O:22]. The yield is 0.730. (4) The reactants are [CH3:1][Si:2]([CH3:12])([CH3:11])[C:3]1[S:7][C:6]2[CH:8]=[CH:9][S:10][C:5]=2[CH:4]=1.C([Li])CCC.C([Sn](Cl)(CCCC)CCCC)CCC.[CH2:32]([O:34][C:35](=[O:49])[C:36]1[CH:46]=[C:45]([Br:47])[C:39]([C:40]([O:42][CH2:43][CH3:44])=[O:41])=[CH:38][C:37]=1Br)[CH3:33]. The catalyst is O1CCCC1.C1(C=CC=CC=1)[P](C1C=CC=CC=1)(C1C=CC=CC=1)[Pd][P](C1C=CC=CC=1)(C1C=CC=CC=1)C1C=CC=CC=1.CN(C)C=O. The product is [CH2:43]([O:42][C:40](=[O:41])[C:39]1[CH:38]=[C:37]([C:9]2[S:10][C:5]3[CH:4]=[C:3]([Si:2]([CH3:12])([CH3:11])[CH3:1])[S:7][C:6]=3[CH:8]=2)[C:36]([C:35]([O:34][CH2:32][CH3:33])=[O:49])=[CH:46][C:45]=1[Br:47])[CH3:44]. The yield is 0.270. (5) The reactants are C([O:8][C:9]([C:11]1[C:12]([C:17]2[NH:21][C:20]3[CH:22]=[CH:23][CH:24]=[CH:25][C:19]=3[N:18]=2)=[N:13][NH:14][C:15]=1[CH3:16])=[O:10])C1C=CC=CC=1. The catalyst is CO.ClCCl.[Pd]. The product is [NH:21]1[C:20]2[CH:22]=[CH:23][CH:24]=[CH:25][C:19]=2[N:18]=[C:17]1[C:12]1[C:11]([C:9]([OH:10])=[O:8])=[C:15]([CH3:16])[NH:14][N:13]=1. The yield is 0.390. (6) The reactants are [OH:1][C:2]1[CH:9]=[C:8]([O:10][CH3:11])[CH:7]=[CH:6][C:3]=1[CH:4]=[O:5].N1C=CC=CC=1.[O:18](S(C(F)(F)F)(=O)=O)[S:19]([C:22]([F:25])([F:24])[F:23])(=O)=[O:20].Cl. The catalyst is ClCCl. The product is [CH:4]([C:3]1[CH:6]=[CH:7][C:8]([O:10][CH3:11])=[CH:9][C:2]=1[O:1][S:19]([C:22]([F:25])([F:24])[F:23])(=[O:20])=[O:18])=[O:5]. The yield is 0.911. (7) The reactants are [C:1]([N:5]1[C:9](=[O:10])[C:8](Cl)=[C:7]([C:12]2[CH:17]=[CH:16][CH:15]=[CH:14][CH:13]=2)[S:6]1(=[O:19])=[O:18])([CH3:4])([CH3:3])[CH3:2].[NH2:20][C:21]1[CH:26]=[CH:25][C:24]([NH:27][C:28](=[O:34])[O:29][C:30]([CH3:33])([CH3:32])[CH3:31])=[CH:23][CH:22]=1.CCOC(C)=O. The catalyst is CN(C=O)C. The product is [C:1]([N:5]1[C:9](=[O:10])[C:8]([NH:20][C:21]2[CH:22]=[CH:23][C:24]([NH:27][C:28](=[O:34])[O:29][C:30]([CH3:32])([CH3:31])[CH3:33])=[CH:25][CH:26]=2)=[C:7]([C:12]2[CH:17]=[CH:16][CH:15]=[CH:14][CH:13]=2)[S:6]1(=[O:19])=[O:18])([CH3:4])([CH3:3])[CH3:2]. The yield is 0.470. (8) The reactants are C1(C2N=C(C([O-])=O)SC=2)CC1.[Li+].[CH:13]([C:16]1[N:17]=[C:18]([C:21]([Cl:23])=[O:22])[S:19][CH:20]=1)([CH3:15])[CH3:14]. No catalyst specified. The product is [CH:13]1([C:16]2[N:17]=[C:18]([C:21]([Cl:23])=[O:22])[S:19][CH:20]=2)[CH2:15][CH2:14]1. The yield is 1.00. (9) The yield is 0.310. The product is [C:3]([O:7][C:8]([NH:10][C@@H:11]([CH2:15][S:16]([CH2:17][CH:18]1[CH2:19][CH2:20]1)(=[O:32])=[O:1])[C:12]([OH:14])=[O:13])=[O:9])([CH3:6])([CH3:4])[CH3:5]. No catalyst specified. The reactants are [OH-:1].[Na+].[C:3]([O:7][C:8]([NH:10][CH:11]([CH2:15][S:16][CH2:17][CH:18]1[CH2:20][CH2:19]1)[C:12]([OH:14])=[O:13])=[O:9])([CH3:6])([CH3:5])[CH3:4].OOS([O-])=O.[K+].C(=O)(O)[O-].[Na+].[OH2:32]. (10) The reactants are [F:1][CH:2]([F:25])[O:3][C:4]1[CH:24]=[CH:23][C:7]2[NH:8][C:9]([S:11][CH2:12][C:13]3[C:18]([O:19][CH3:20])=[C:17]([O:21][CH3:22])[CH:16]=[CH:15][N:14]=3)=[N:10][C:6]=2[CH:5]=1.CC1C([O:44]CC(F)(F)F)=CC=NC=1CSC1NC2C=CC=CC=2N=1. No catalyst specified. The product is [CH3:22][O:21][C:17]1[CH:16]=[CH:15][N:14]=[C:13]([CH2:12][S+:11]([O-:44])[C:9]2[NH:8][C:7]3[CH:23]=[CH:24][C:4]([O:3][CH:2]([F:1])[F:25])=[CH:5][C:6]=3[N:10]=2)[C:18]=1[O:19][CH3:20]. The yield is 0.780.